Dataset: Full USPTO retrosynthesis dataset with 1.9M reactions from patents (1976-2016). Task: Predict the reactants needed to synthesize the given product. (1) Given the product [NH2:14][C:11]1[N:10]=[CH:9][C:8]([C:25]2[CH:26]=[CH:27][C:22]([C:20]([O:19][C:15]([CH3:16])([CH3:17])[CH3:18])=[O:21])=[CH:23][CH:24]=2)=[CH:13][N:12]=1, predict the reactants needed to synthesize it. The reactants are: C(=O)([O-])[O-].[Na+].[Na+].Br[C:8]1[CH:9]=[N:10][C:11]([NH2:14])=[N:12][CH:13]=1.[C:15]([O:19][C:20]([C:22]1[CH:27]=[CH:26][C:25](B(O)O)=[CH:24][CH:23]=1)=[O:21])([CH3:18])([CH3:17])[CH3:16]. (2) Given the product [F:20][C:16]1[CH:15]=[C:14]([CH:6]([NH:5][C:3]([CH2:2][NH:1][C:27]([C:25]2[S:26][C:22]([CH3:21])=[CH:23][CH:24]=2)=[O:28])=[O:4])[C:7]2[CH:12]=[CH:11][CH:10]=[C:9]([F:13])[CH:8]=2)[CH:19]=[CH:18][CH:17]=1, predict the reactants needed to synthesize it. The reactants are: [NH2:1][CH2:2][C:3]([NH:5][CH:6]([C:14]1[CH:19]=[CH:18][CH:17]=[C:16]([F:20])[CH:15]=1)[C:7]1[CH:12]=[CH:11][CH:10]=[C:9]([F:13])[CH:8]=1)=[O:4].[CH3:21][C:22]1[S:26][C:25]([C:27](O)=[O:28])=[CH:24][CH:23]=1. (3) Given the product [CH2:1]([C@H:8]1[N:9]([C:14]([C:16]2[N:17]=[CH:18][N:19]([C@@H:27]3[CH2:32][CH2:31][CH2:30][CH2:29][C@@:28]3([OH:33])[CH2:34][O:35][CH3:36])[C:20]=2[C:21]2[CH:22]=[CH:23][CH:24]=[CH:25][CH:26]=2)=[O:15])[CH2:10][CH2:11][N:12]([CH2:38][C:39]2[O:40][C:41](=[O:45])[O:42][C:43]=2[CH3:44])[CH2:13]1)[C:2]1[CH:7]=[CH:6][CH:5]=[CH:4][CH:3]=1, predict the reactants needed to synthesize it. The reactants are: [CH2:1]([C@@H:8]1[CH2:13][NH:12][CH2:11][CH2:10][N:9]1[C:14]([C:16]1[N:17]=[CH:18][N:19]([C@@H:27]2[CH2:32][CH2:31][CH2:30][CH2:29][C@:28]2([CH2:34][O:35][CH3:36])[OH:33])[C:20]=1[C:21]1[CH:26]=[CH:25][CH:24]=[CH:23][CH:22]=1)=[O:15])[C:2]1[CH:7]=[CH:6][CH:5]=[CH:4][CH:3]=1.Cl[CH2:38][C:39]1[O:40][C:41](=[O:45])[O:42][C:43]=1[CH3:44].C(=O)([O-])O.[K+].C(=O)([O-])O.[Na+]. (4) Given the product [CH3:1][CH:2]([C:21]1[CH:22]=[C:23]([NH:24][C:28](=[O:30])[CH3:29])[CH:25]=[CH:26][CH:27]=1)[CH2:3][N:4]1[CH2:5][CH2:6][N:7]([C:10]2[CH:19]=[CH:18][CH:17]=[C:16]3[C:11]=2[CH:12]=[CH:13][C:14]([CH3:20])=[N:15]3)[CH2:8][CH2:9]1, predict the reactants needed to synthesize it. The reactants are: [CH3:1][CH:2]([C:21]1[CH:22]=[C:23]([CH:25]=[CH:26][CH:27]=1)[NH2:24])[CH2:3][N:4]1[CH2:9][CH2:8][N:7]([C:10]2[CH:19]=[CH:18][CH:17]=[C:16]3[C:11]=2[CH:12]=[CH:13][C:14]([CH3:20])=[N:15]3)[CH2:6][CH2:5]1.[C:28](O)(=[O:30])[CH3:29]. (5) Given the product [Cl:1][CH2:2][C:3]([O:5]/[N:6]=[C:7](/[C:8]1[CH:13]=[N:21][CH:20]=[CH:18][N:17]=1)\[NH2:15])=[O:4], predict the reactants needed to synthesize it. The reactants are: [Cl:1][CH2:2][C:3]([O:5]/[N:6]=[C:7](\[NH2:15])/[C:8]1[CH:13]=CC(C)=CC=1)=[O:4].O[NH:17][C:18]([C:20]1C=NC=C[N:21]=1)=N.ClCC(Cl)=O. (6) Given the product [CH3:34][C@H:32]1[O:33][C@@H:28]([CH3:27])[CH2:29][N:30]([C:24]([C@H:22]2[CH2:21][CH2:20][C:19]3[C:12]4[C:11]([NH:10][C:8]5[CH:9]=[C:4]6[CH:3]=[N:2][NH:1][C:5]6=[N:6][CH:7]=5)=[N:16][CH:15]=[N:14][C:13]=4[S:17][C:18]=3[CH2:23]2)=[O:25])[CH2:31]1, predict the reactants needed to synthesize it. The reactants are: [NH:1]1[C:5]2=[N:6][CH:7]=[C:8]([NH:10][C:11]3[C:12]4[C:19]5[CH2:20][CH2:21][C@H:22]([C:24](O)=[O:25])[CH2:23][C:18]=5[S:17][C:13]=4[N:14]=[CH:15][N:16]=3)[CH:9]=[C:4]2[CH:3]=[N:2]1.[CH3:27][C@H:28]1[O:33][C@@H:32]([CH3:34])[CH2:31][NH:30][CH2:29]1. (7) Given the product [OH:1][C@@H:2]1[C@@H:3]([CH2:18][OH:19])[CH2:4][CH2:5][C@@H:6]([N:8]2[CH:16]=[N:15][C:14]3[C:9]2=[N:10][CH:11]=[N:12][C:13]=3[NH2:17])[CH2:7]1, predict the reactants needed to synthesize it. The reactants are: [OH:1][C@H:2]1[CH2:7][C@H:6]([N:8]2[CH:16]=[N:15][C:14]3[C:9]2=[N:10][CH:11]=[N:12][C:13]=3[NH2:17])[CH:5]=[CH:4][C@@H:3]1[CH2:18][OH:19].